From a dataset of Full USPTO retrosynthesis dataset with 1.9M reactions from patents (1976-2016). Predict the reactants needed to synthesize the given product. (1) Given the product [Cl:56][C:52]1[CH:53]=[C:54]2[C:49](=[CH:50][CH:51]=1)[NH:48][C:47]([C:45]([NH:44][CH:36]1[CH2:37][C:38]3[C:43](=[CH:42][CH:41]=[CH:40][CH:39]=3)[N:34]([CH2:33][C:32](=[O:58])[CH2:31][OH:30])[C:35]1=[O:57])=[O:46])=[CH:55]2, predict the reactants needed to synthesize it. The reactants are: CC(OI1(OC(C)=O)(OC(C)=O)OC(=O)C2C=CC=CC1=2)=O.[Si]([O:30][CH2:31][CH:32]([OH:58])[CH2:33][N:34]1[C:43]2[C:38](=[CH:39][CH:40]=[CH:41][CH:42]=2)[CH2:37][CH:36]([NH:44][C:45]([C:47]2[NH:48][C:49]3[C:54]([CH:55]=2)=[CH:53][C:52]([Cl:56])=[CH:51][CH:50]=3)=[O:46])[C:35]1=[O:57])(C(C)(C)C)(C)C. (2) Given the product [Br:25][C:21]1[CH:20]=[C:19]([NH:18][C:16]2[N:15]=[CH:14][N:13]=[C:12]([NH:11][C:7]3[CH:6]=[C:5]([CH2:4][C:3]([OH:26])=[O:2])[CH:10]=[CH:9][CH:8]=3)[N:17]=2)[CH:24]=[CH:23][CH:22]=1, predict the reactants needed to synthesize it. The reactants are: C[O:2][C:3](=[O:26])[CH2:4][C:5]1[CH:10]=[CH:9][CH:8]=[C:7]([NH:11][C:12]2[N:17]=[C:16]([NH:18][C:19]3[CH:24]=[CH:23][CH:22]=[C:21]([Br:25])[CH:20]=3)[N:15]=[CH:14][N:13]=2)[CH:6]=1. (3) Given the product [CH:17]([N:14]1[CH2:15][CH2:16][CH:11]([C:7]2[CH:8]=[CH:9][CH:10]=[C:5]([S:2]([CH3:1])(=[O:4])=[O:3])[CH:6]=2)[CH2:12][CH2:13]1)([CH3:19])[CH3:18], predict the reactants needed to synthesize it. The reactants are: [CH3:1][S:2]([C:5]1[CH:6]=[C:7]([CH:11]2[CH2:16][CH2:15][NH:14][CH2:13][CH2:12]2)[CH:8]=[CH:9][CH:10]=1)(=[O:4])=[O:3].[CH:17](Br)([CH3:19])[CH3:18].Cl. (4) Given the product [Br:21][C:9]1[C:8]2[C:12](=[CH:13][CH:14]=[C:6]([C:5]3[N:4]=[N:3][N:2]([C:28]([C:22]4[CH:27]=[CH:26][CH:25]=[CH:24][CH:23]=4)([C:35]4[CH:36]=[CH:37][CH:38]=[CH:39][CH:40]=4)[C:29]4[CH:30]=[CH:31][CH:32]=[CH:33][CH:34]=4)[N:1]=3)[CH:7]=2)[N:11]([CH:15]2[CH2:20][CH2:19][CH2:18][CH2:17][O:16]2)[N:10]=1, predict the reactants needed to synthesize it. The reactants are: [N:1]1[NH:2][N:3]=[N:4][C:5]=1[C:6]1[CH:7]=[C:8]2[C:12](=[CH:13][CH:14]=1)[N:11]([CH:15]1[CH2:20][CH2:19][CH2:18][CH2:17][O:16]1)[N:10]=[C:9]2[Br:21].[C:22]1([C:28](Cl)([C:35]2[CH:40]=[CH:39][CH:38]=[CH:37][CH:36]=2)[C:29]2[CH:34]=[CH:33][CH:32]=[CH:31][CH:30]=2)[CH:27]=[CH:26][CH:25]=[CH:24][CH:23]=1.C(N(CC)CC)C. (5) Given the product [F:1][C:2]1[CH:7]=[CH:6][C:5]([CH:8]=[O:9])=[CH:4][C:3]=1[N+:10]([O-:12])=[O:11], predict the reactants needed to synthesize it. The reactants are: [F:1][C:2]1[CH:7]=[CH:6][C:5]([CH2:8][OH:9])=[CH:4][C:3]=1[N+:10]([O-:12])=[O:11].CC(OI1(OC(C)=O)(OC(C)=O)OC(=O)C2C=CC=CC1=2)=O.